Dataset: Full USPTO retrosynthesis dataset with 1.9M reactions from patents (1976-2016). Task: Predict the reactants needed to synthesize the given product. (1) Given the product [ClH:5].[C:6]([C:8]1[C:9]([NH:37][C:38]([C:40]2[O:41][CH:42]=[CH:43][CH:44]=2)=[O:39])=[N:10][C:11]([C:29]2[CH:34]=[CH:33][C:32]([F:35])=[CH:31][C:30]=2[OH:36])=[CH:12][C:13]=1[C:14]1[CH:19]=[CH:18][CH:17]=[C:16]([NH:20][C:21](=[O:28])[CH2:22][CH:23]2[CH2:27][CH2:26][CH2:25][CH2:48][N:24]2[CH2:45][CH3:46])[CH:15]=1)#[N:7], predict the reactants needed to synthesize it. The reactants are: C([BH3-])#N.[Na+].[ClH:5].[C:6]([C:8]1[C:9]([NH:37][C:38]([C:40]2[O:41][CH:42]=[CH:43][CH:44]=2)=[O:39])=[N:10][C:11]([C:29]2[CH:34]=[CH:33][C:32]([F:35])=[CH:31][C:30]=2[OH:36])=[CH:12][C:13]=1[C:14]1[CH:19]=[CH:18][CH:17]=[C:16]([NH:20][C:21](=[O:28])[CH2:22][C@@H:23]2[CH2:27][CH2:26][CH2:25][NH:24]2)[CH:15]=1)#[N:7].[CH:45](=O)[CH3:46].[CH2:48](N(CC)CC)C. (2) Given the product [C:1]([O:5][C:6]([N:8]1[CH2:13][CH2:12][CH:11]([NH:14][CH2:15][C:16]2([C:28]([F:31])([F:30])[F:29])[CH2:20][CH2:19][NH:18][CH2:17]2)[CH2:10][CH2:9]1)=[O:7])([CH3:4])([CH3:2])[CH3:3], predict the reactants needed to synthesize it. The reactants are: [C:1]([O:5][C:6]([N:8]1[CH2:13][CH2:12][CH:11]([NH:14][CH2:15][C:16]2([C:28]([F:31])([F:30])[F:29])[CH2:20][CH2:19][N:18](CC3C=CC=CC=3)[CH2:17]2)[CH2:10][CH2:9]1)=[O:7])([CH3:4])([CH3:3])[CH3:2]. (3) Given the product [N:25]([CH:11]1[CH2:12][CH2:13][CH:8]([O:7][C:2]2[N:3]=[CH:4][CH:5]=[CH:6][N:1]=2)[CH2:9][CH2:10]1)=[N+:26]=[N-:27], predict the reactants needed to synthesize it. The reactants are: [N:1]1[CH:6]=[CH:5][CH:4]=[N:3][C:2]=1[O:7][CH:8]1[CH2:13][CH2:12][CH:11](C2C=C(C)C=CC=2S([O-])(=O)=O)[CH2:10][CH2:9]1.[N-:25]=[N+:26]=[N-:27].[Na+]. (4) Given the product [N:23]([C@@H:7]1[CH2:6][CH2:5][N:4]([C:13]([O:15][CH2:16][C:17]2[CH:22]=[CH:21][CH:20]=[CH:19][CH:18]=2)=[O:14])[CH2:3][C@H:2]1[F:1])=[N+:24]=[N-:25], predict the reactants needed to synthesize it. The reactants are: [F:1][C@H:2]1[C@@H:7](OS(C)(=O)=O)[CH2:6][CH2:5][N:4]([C:13]([O:15][CH2:16][C:17]2[CH:22]=[CH:21][CH:20]=[CH:19][CH:18]=2)=[O:14])[CH2:3]1.[N-:23]=[N+:24]=[N-:25].[Na+]. (5) Given the product [C:4]([C:5]1[CH:10]=[CH:9][CH:8]=[CH:7][C:6]=1[CH:11]([CH3:14])[C:12]#[N:13])#[CH:3], predict the reactants needed to synthesize it. The reactants are: C[Si](C)(C)[C:3]#[C:4][C:5]1[CH:10]=[CH:9][CH:8]=[CH:7][C:6]=1[CH:11]([CH3:14])[C:12]#[N:13].[OH-].[Na+].Cl. (6) Given the product [F:33][C:32]1[CH:31]=[CH:30][C:26]([C:27]([OH:29])=[O:28])=[C:25]([NH:10][C:3]2[CH:4]=[CH:5][C:6]([S:8][CH3:9])=[CH:7][C:2]=2[F:1])[C:24]=1[CH:23]=[O:22], predict the reactants needed to synthesize it. The reactants are: [F:1][C:2]1[CH:7]=[C:6]([S:8][CH3:9])[CH:5]=[CH:4][C:3]=1[NH2:10].[Li+].C[Si]([N-][Si](C)(C)C)(C)C.C[O:22][CH:23](OC)[C:24]1[C:25](F)=[C:26]([CH:30]=[CH:31][C:32]=1[F:33])[C:27]([OH:29])=[O:28].